Task: Predict the reactants needed to synthesize the given product.. Dataset: Full USPTO retrosynthesis dataset with 1.9M reactions from patents (1976-2016) (1) Given the product [CH3:1][N:2]([CH2:3][C:4]1[S:5][CH:6]=[CH:7][CH:8]=1)[CH2:11][C:10]#[CH:9], predict the reactants needed to synthesize it. The reactants are: [CH3:1][NH:2][CH2:3][C:4]1[S:5][CH:6]=[CH:7][CH:8]=1.[CH2:9](Cl)[C:10]#[CH:11].C(N(C(C)C)CC)(C)C. (2) Given the product [C:1]([C:3]1[C:4]([CH3:29])=[C:5]([C:16]([NH:19][S:20]([C:23]2[CH:28]=[CH:27][CH:26]=[CH:25][CH:24]=2)(=[O:21])=[O:22])=[CH:17][CH:18]=1)[C:6]([OH:8])=[O:7])#[N:2], predict the reactants needed to synthesize it. The reactants are: [C:1]([C:3]1[C:4]([CH3:29])=[C:5]([C:16]([NH:19][S:20]([C:23]2[CH:28]=[CH:27][CH:26]=[CH:25][CH:24]=2)(=[O:22])=[O:21])=[CH:17][CH:18]=1)[C:6]([O:8]CC1C=CC=CC=1)=[O:7])#[N:2].CO. (3) Given the product [CH2:30]([O:29][C:27]([C:26]1[S:25][C:19]2[N:20]=[C:21]([S:23][CH3:24])[N:22]=[C:17]([C:4]3[CH:5]=[CH:6][CH:7]=[C:2]([Cl:1])[CH:3]=3)[C:18]=2[C:32]=1[NH2:33])=[O:28])[CH3:31], predict the reactants needed to synthesize it. The reactants are: [Cl:1][C:2]1[CH:3]=[C:4](B(O)O)[CH:5]=[CH:6][CH:7]=1.C(=O)([O-])O.[Na+].Cl[C:17]1[N:22]=[C:21]([S:23][CH3:24])[N:20]=[C:19]([S:25][CH2:26][C:27]([O:29][CH2:30][CH3:31])=[O:28])[C:18]=1[C:32]#[N:33]. (4) Given the product [F:20][C:2]([F:1])([F:19])[S:3]([O:6][C:7]1[C:11]2[C:12]3[N:13]([N:28]=[CH:21][N:23]=3)[C:15](=[O:16])[NH:14][C:10]=2[S:9][CH:8]=1)(=[O:4])=[O:5], predict the reactants needed to synthesize it. The reactants are: [F:1][C:2]([F:20])([F:19])[S:3]([O:6][C:7]1[C:11]([C:12]#[N:13])=[C:10]([NH:14][C:15](OC)=[O:16])[S:9][CH:8]=1)(=[O:5])=[O:4].[CH:21]([NH:23]N)=O.C([N:28](CCC)CCC)CC. (5) Given the product [Cl:28][C:3]1[C:2]([O:31][CH2:30][CH3:29])=[N:27][C:6]2[N:7]=[C:8]([N:14]3[CH2:15][CH2:16][N:17]([C:20]([O:22][C:23]([CH3:24])([CH3:26])[CH3:25])=[O:21])[CH2:18][CH2:19]3)[C:9]3[N:10]([CH:11]=[N:12][N:13]=3)[C:5]=2[CH:4]=1, predict the reactants needed to synthesize it. The reactants are: Cl[C:2]1[C:3]([Cl:28])=[CH:4][C:5]2[N:10]3[CH:11]=[N:12][N:13]=[C:9]3[C:8]([N:14]3[CH2:19][CH2:18][N:17]([C:20]([O:22][C:23]([CH3:26])([CH3:25])[CH3:24])=[O:21])[CH2:16][CH2:15]3)=[N:7][C:6]=2[N:27]=1.[CH3:29][CH2:30][O-:31].[Na+]. (6) The reactants are: [C:1]([C:4]1[N:5]([CH2:12][O:13][CH2:14][CH2:15][Si:16]([CH3:19])([CH3:18])[CH3:17])[CH:6]=[C:7]([C:9]([OH:11])=O)[N:8]=1)(=[O:3])[CH3:2].[NH2:20][C@@H:21]([CH3:37])[CH2:22][N:23]1[CH:27]=[CH:26][C:25]([C:28]2[CH:35]=[CH:34][C:31]([C:32]#[N:33])=[C:30]([Cl:36])[CH:29]=2)=[N:24]1. Given the product [C:1]([C:4]1[N:5]([CH2:12][O:13][CH2:14][CH2:15][Si:16]([CH3:19])([CH3:18])[CH3:17])[CH:6]=[C:7]([C:9]([NH:20][C@@H:21]([CH3:37])[CH2:22][N:23]2[CH:27]=[CH:26][C:25]([C:28]3[CH:35]=[CH:34][C:31]([C:32]#[N:33])=[C:30]([Cl:36])[CH:29]=3)=[N:24]2)=[O:11])[N:8]=1)(=[O:3])[CH3:2], predict the reactants needed to synthesize it.